From a dataset of Reaction yield outcomes from USPTO patents with 853,638 reactions. Predict the reaction yield, written as a fraction of the theoretical maximum amount of product (1.0 means a 100% yield; for example, 0.34 means a 34% yield). (1) The reactants are N[C@H](C(O)=O)CS.C1(=O)NC(=O)C=C1.[OH:15][C:16]([CH2:18][CH2:19][CH2:20][CH2:21][C@H:22]1[C@@H:30]2[C@@H:25]([NH:26][C:27]([NH:29]2)=[O:28])[CH2:24][S:23]1)=[O:17]. No catalyst specified. The product is [OH:17][C:16]([CH2:18][CH2:19][CH2:20][CH2:21][C@H:22]1[C@@H:30]2[C@@H:25]([NH:26][C:27]([NH:29]2)=[O:28])[CH2:24][S:23]1)=[O:15]. The yield is 1.00. (2) The reactants are C[O:2][C:3](=[O:15])[C:4]1[CH:9]=[C:8]([C:10]#[N:11])[C:7]([F:12])=[CH:6][C:5]=1[O:13][CH3:14].[OH-].[Na+]. The catalyst is C(O)C. The product is [C:10]([C:8]1[C:7]([F:12])=[CH:6][C:5]([O:13][CH3:14])=[C:4]([CH:9]=1)[C:3]([OH:15])=[O:2])#[N:11]. The yield is 0.700. (3) The reactants are [Cl:1][C:2]1[S:6][C:5]([NH:7][S:8]([C:11]2[CH:16]=[CH:15][C:14](F)=[C:13]([C:18]#[N:19])[CH:12]=2)(=[O:10])=[O:9])=[N:4][CH:3]=1.C(=O)([O-])[O-].[K+].[K+].[F:26][C:27]1[CH:32]=[CH:31][C:30]([OH:33])=[C:29]([I:34])[CH:28]=1.Cl. The catalyst is CN(C)C=O. The product is [Cl:1][C:2]1[S:6][C:5]([NH:7][S:8]([C:11]2[CH:16]=[CH:15][C:14]([O:33][C:30]3[CH:31]=[CH:32][C:27]([F:26])=[CH:28][C:29]=3[I:34])=[C:13]([C:18]#[N:19])[CH:12]=2)(=[O:10])=[O:9])=[N:4][CH:3]=1. The yield is 0.590. (4) The reactants are Br[CH:2]([C:6]1[CH:11]=[CH:10][CH:9]=[CH:8][CH:7]=1)[C:3]([OH:5])=[O:4].[CH3:12][C:13]1[CH:18]=[CH:17][C:16](N)=[CH:15][CH:14]=1.C(#[N:22])C. No catalyst specified. The product is [CH3:12][C:13]1[CH:18]=[CH:17][C:16]([C:2]([NH2:22])([C:6]2[CH:11]=[CH:10][CH:9]=[CH:8][CH:7]=2)[C:3]([OH:5])=[O:4])=[CH:15][CH:14]=1. The yield is 0.780. (5) The yield is 0.800. The reactants are [H-].[Al+3].[Li+].[H-].[H-].[H-].[CH2:7]([C:9]1[CH:16]=[CH:15][CH:14]=[C:13]([CH3:17])[C:10]=1[C:11]#[N:12])[CH3:8].[OH-].[Na+].S([O-])([O-])(=O)=O.[Mg+2]. The product is [CH2:7]([C:9]1[CH:16]=[CH:15][CH:14]=[C:13]([CH3:17])[C:10]=1[CH2:11][NH2:12])[CH3:8]. The catalyst is C(OCC)C.O. (6) The reactants are [C:1]([S:4][CH2:5][CH:6]=[C:7]1[C:15]2[CH:14]=[CH:13][S:12][C:11]=2[CH2:10][CH2:9][CH2:8]1)(=[NH:3])[NH2:2].[OH-].[Na+]. The catalyst is Cl. The product is [S:4]1[CH2:5][CH2:6][C:7]2([C:15]3[CH:14]=[CH:13][S:12][C:11]=3[CH2:10][CH2:9][CH2:8]2)[N:3]=[C:1]1[NH2:2]. The yield is 0.930. (7) The reactants are [C:1]([O:4][C:5]1[CH:13]=[CH:12][C:8]([C:9](O)=[O:10])=[CH:7][CH:6]=1)(=[O:3])[CH3:2].S(Cl)([Cl:16])=O. No catalyst specified. The product is [C:1]([O:4][C:5]1[CH:13]=[CH:12][C:8]([C:9]([Cl:16])=[O:10])=[CH:7][CH:6]=1)(=[O:3])[CH3:2]. The yield is 0.900. (8) The reactants are C([O:8][CH2:9][C:10]1[O:14][C:13]([C:15]2[CH:20]=[CH:19][CH:18]=[CH:17][CH:16]=2)=[N:12][C:11]=1[C:21](O)=O)C1C=CC=CC=1.[Br:24][C:25]1[O:29][C:28]([CH2:30][NH:31][CH2:32][C:33]([O:35][CH3:36])=[O:34])=[CH:27][CH:26]=1. No catalyst specified. The product is [Br:24][C:25]1[O:29][C:28]([CH2:30][N:31]([CH2:32][C:33]([O:35][CH3:36])=[O:34])[C:9]([C:10]2[O:14][C:13]([C:15]3[CH:16]=[CH:17][CH:18]=[CH:19][CH:20]=3)=[N:12][C:11]=2[CH3:21])=[O:8])=[CH:27][CH:26]=1. The yield is 0.930.